From a dataset of Reaction yield outcomes from USPTO patents with 853,638 reactions. Predict the reaction yield, written as a fraction of the theoretical maximum amount of product (1.0 means a 100% yield; for example, 0.34 means a 34% yield). (1) The reactants are [NH2:1][C:2]1[C:10]2[C:5](=[CH:6][CH:7]=[CH:8][CH:9]=2)[C:4](=[O:11])[N:3]=1.[CH:12]1([CH2:15][CH2:16][NH:17][C:18]([C:20]2[N:21]=[N:22][C:23]([N:26]3[CH2:31][CH2:30]N[CH2:28][CH2:27]3)=[CH:24][CH:25]=2)=[O:19])[CH2:14][CH2:13]1. The catalyst is C(O)C. The product is [CH:12]1([CH2:15][CH2:16][NH:17][C:18]([C:20]2[N:21]=[N:22][C:23]([N:26]3[CH2:27][CH2:28][N:1]([C:2]4[C:10]5[C:5](=[CH:6][CH:7]=[CH:8][CH:9]=5)[C:4](=[O:11])[N:3]=4)[CH2:30][CH2:31]3)=[CH:24][CH:25]=2)=[O:19])[CH2:14][CH2:13]1. The yield is 0.400. (2) The reactants are [OH-].[Na+].[CH3:3][CH:4]([CH3:49])[CH2:5][N:6]1[C:18]2[CH:17]=[CH:16][C:15]([C:19]3[CH:20]=[CH:21][C:22]4[NH:23][C:24]5[C:29]([C:30]=4[CH:31]=3)=[CH:28][C:27]([C:32]3[CH:33]=[CH:34][C:35]4[N:36]([CH2:45][CH:46]([CH3:48])[CH3:47])[C:37]6[C:42]([C:43]=4[CH:44]=3)=[CH:41][CH:40]=[CH:39][CH:38]=6)=[CH:26][CH:25]=5)=[CH:14][C:13]=2[C:12]2[C:7]1=[CH:8][CH:9]=[CH:10][CH:11]=2.[CH2:50](Br)[CH:51]=[CH2:52]. The catalyst is CS(C)=O. The product is [CH3:3][CH:4]([CH3:49])[CH2:5][N:6]1[C:18]2[CH:17]=[CH:16][C:15]([C:19]3[CH:20]=[CH:21][C:22]4[N:23]([CH2:52][CH:51]=[CH2:50])[C:24]5[C:29]([C:30]=4[CH:31]=3)=[CH:28][C:27]([C:32]3[CH:33]=[CH:34][C:35]4[N:36]([CH2:45][CH:46]([CH3:48])[CH3:47])[C:37]6[C:42]([C:43]=4[CH:44]=3)=[CH:41][CH:40]=[CH:39][CH:38]=6)=[CH:26][CH:25]=5)=[CH:14][C:13]=2[C:12]2[C:7]1=[CH:8][CH:9]=[CH:10][CH:11]=2. The yield is 0.490. (3) The reactants are [F:1][C:2]([F:24])([F:23])[C:3]1[CH:4]=[C:5]([C:13]2[N:17]=[CH:16][N:15](/[CH:18]=[CH:19]\[C:20]([OH:22])=O)[N:14]=2)[CH:6]=[C:7]([C:9]([F:12])([F:11])[F:10])[CH:8]=1.[N:25]1([NH2:31])[CH2:30][CH2:29][O:28][CH2:27][CH2:26]1.C(P1(=O)OP(CCC)(=O)OP(CCC)(=O)O1)CC.CCN(C(C)C)C(C)C. The catalyst is C(Cl)Cl.CO.CCOC(C)=O. The product is [F:23][C:2]([F:1])([F:24])[C:3]1[CH:4]=[C:5]([C:13]2[N:17]=[CH:16][N:15](/[CH:18]=[CH:19]\[C:20]([NH:31][N:25]3[CH2:30][CH2:29][O:28][CH2:27][CH2:26]3)=[O:22])[N:14]=2)[CH:6]=[C:7]([C:9]([F:12])([F:11])[F:10])[CH:8]=1. The yield is 0.330. (4) The reactants are [CH3:1][O:2][C:3]1[CH:4]=[C:5]([C:9](=[O:13])[CH2:10][C:11]#[N:12])[CH:6]=[CH:7][CH:8]=1.[NH2:14][C:15]1[CH:20]=[CH:19][CH:18]=[CH:17][CH:16]=1. The catalyst is C(O)C. The product is [CH3:1][O:2][C:3]1[CH:4]=[C:5]([C:9](=[O:13])[CH2:10][C:11](=[NH:12])[NH:14][C:15]2[CH:20]=[CH:19][CH:18]=[CH:17][CH:16]=2)[CH:6]=[CH:7][CH:8]=1. The yield is 0.160.